From a dataset of Peptide-MHC class II binding affinity with 134,281 pairs from IEDB. Regression. Given a peptide amino acid sequence and an MHC pseudo amino acid sequence, predict their binding affinity value. This is MHC class II binding data. (1) The peptide sequence is PRFLEYSTSECHF. The MHC is DRB1_0701 with pseudo-sequence DRB1_0701. The binding affinity (normalized) is 0.580. (2) The peptide sequence is AVDGRFAVPQILGDE. The MHC is DRB1_0405 with pseudo-sequence DRB1_0405. The binding affinity (normalized) is 0.177. (3) The peptide sequence is VAAFTEALRIIAGVL. The MHC is HLA-DQA10102-DQB10502 with pseudo-sequence HLA-DQA10102-DQB10502. The binding affinity (normalized) is 0.